This data is from Forward reaction prediction with 1.9M reactions from USPTO patents (1976-2016). The task is: Predict the product of the given reaction. Given the reactants [Cl:1][C:2]1[CH:19]=[CH:18][C:5]2[NH:6][C:7](=[O:17])[CH2:8][N:9]=[C:10]([C:11]3[CH:16]=[CH:15][CH:14]=[CH:13][CH:12]=3)[C:4]=2[CH:3]=1.[H-].[Na+].I[CH3:23].O, predict the reaction product. The product is: [Cl:1][C:2]1[CH:19]=[CH:18][C:5]2[N:6]([CH3:23])[C:7](=[O:17])[CH2:8][N:9]=[C:10]([C:11]3[CH:16]=[CH:15][CH:14]=[CH:13][CH:12]=3)[C:4]=2[CH:3]=1.